Predict the product of the given reaction. From a dataset of Forward reaction prediction with 1.9M reactions from USPTO patents (1976-2016). (1) Given the reactants [F:1][C:2]1[CH:10]=[C:9]2[C:5]([C:6]([C:12]3[N:13]=[C:14]4[C:20]([C:21]([OH:23])=O)=[CH:19][N:18]([CH2:24][O:25][CH2:26][CH2:27][Si:28]([CH3:31])([CH3:30])[CH3:29])[C:15]4=[N:16][CH:17]=3)=[N:7][N:8]2[CH3:11])=[CH:4][CH:3]=1.CN(C(ON1N=NC2C=CC=NC1=2)=[N+](C)C)C.F[P-](F)(F)(F)(F)F.[Br:56][C:57]1[CH:62]=[CH:61][C:60]([C:63]2([NH2:66])[CH2:65][CH2:64]2)=[CH:59][CH:58]=1.CCN(C(C)C)C(C)C, predict the reaction product. The product is: [Br:56][C:57]1[CH:58]=[CH:59][C:60]([C:63]2([NH:66][C:21]([C:20]3[C:14]4[C:15](=[N:16][CH:17]=[C:12]([C:6]5[C:5]6[C:9](=[CH:10][C:2]([F:1])=[CH:3][CH:4]=6)[N:8]([CH3:11])[N:7]=5)[N:13]=4)[N:18]([CH2:24][O:25][CH2:26][CH2:27][Si:28]([CH3:31])([CH3:29])[CH3:30])[CH:19]=3)=[O:23])[CH2:64][CH2:65]2)=[CH:61][CH:62]=1. (2) Given the reactants C(O)(C(F)(F)F)=O.C(OC([N:15]1[C@H:20]([C:21]2[NH:25][C:24]3[CH:26]=[C:27]([C:30]4[CH:39]=[CH:38][C:37]5[C:32](=[CH:33][CH:34]=[C:35]([C:40]6[CH:61]=[CH:60][C:43]7[NH:44][C:45]([C@@H:47]8[CH2:52][C@@H:51]9[C@@H:49]([CH2:50]9)[N:48]8C(OC(C)(C)C)=O)=[N:46][C:42]=7[CH:41]=6)[CH:36]=5)[N:31]=4)[CH:28]=[CH:29][C:23]=3[N:22]=2)[CH2:19][C@@H:18]2[C@H:16]1[CH2:17]2)=O)(C)(C)C.[ClH:62], predict the reaction product. The product is: [ClH:62].[C@@H:16]12[CH2:17][C@@H:18]1[CH2:19][C@@H:20]([C:21]1[NH:25][C:24]3[CH:26]=[C:27]([C:30]4[CH:39]=[CH:38][C:37]5[C:32](=[CH:33][CH:34]=[C:35]([C:40]6[CH:61]=[CH:60][C:43]7[N:44]=[C:45]([C@@H:47]8[CH2:52][C@@H:51]9[C@@H:49]([CH2:50]9)[NH:48]8)[NH:46][C:42]=7[CH:41]=6)[CH:36]=5)[N:31]=4)[CH:28]=[CH:29][C:23]=3[N:22]=1)[NH:15]2. (3) Given the reactants [CH3:13][C:12]([O:11][C:9](O[C:9]([O:11][C:12]([CH3:15])([CH3:14])[CH3:13])=[O:10])=[O:10])([CH3:15])[CH3:14].[C:16]1([C@@H:22]([NH:24][C:25](=[O:27])[CH3:26])[CH3:23])[CH:21]=[CH:20][CH:19]=[CH:18][CH:17]=1, predict the reaction product. The product is: [C:12]([O:11][C:9](=[O:10])[N:24]([C:25](=[O:27])[CH3:26])[C@H:22]([C:16]1[CH:17]=[CH:18][CH:19]=[CH:20][CH:21]=1)[CH3:23])([CH3:13])([CH3:14])[CH3:15]. (4) Given the reactants [F:1][CH2:2][CH2:3][CH2:4][O:5][C:6]1[CH:7]=[C:8]2[C:12](=[CH:13][CH:14]=1)[CH2:11][C:10]1([CH2:19][CH2:18][CH:17]([OH:20])[CH2:16][CH2:15]1)[C:9]2=[N:21]S(C(C)(C)C)=O.Cl, predict the reaction product. The product is: [F:1][CH2:2][CH2:3][CH2:4][O:5][C:6]1[CH:7]=[C:8]2[C:12]([CH2:11][C:10]3([CH2:15][CH2:16][CH:17]([OH:20])[CH2:18][CH2:19]3)[C:9]2=[NH:21])=[CH:13][CH:14]=1. (5) Given the reactants [Br:1][C:2]1[C:3](Cl)=[C:4]2[C:10]([C:11]3[CH:16]=[CH:15][CH:14]=[CH:13][C:12]=3[O:17][CH3:18])=[CH:9][N:8]([CH2:19][O:20][CH2:21][CH2:22][Si:23]([CH3:26])([CH3:25])[CH3:24])[C:5]2=[N:6][CH:7]=1.[CH3:28][NH:29][CH2:30][CH2:31][OH:32], predict the reaction product. The product is: [Br:1][C:2]1[C:3]([N:29]([CH3:28])[CH2:30][CH2:31][OH:32])=[C:4]2[C:10]([C:11]3[CH:16]=[CH:15][CH:14]=[CH:13][C:12]=3[O:17][CH3:18])=[CH:9][N:8]([CH2:19][O:20][CH2:21][CH2:22][Si:23]([CH3:26])([CH3:25])[CH3:24])[C:5]2=[N:6][CH:7]=1.